The task is: Predict which catalyst facilitates the given reaction.. This data is from Catalyst prediction with 721,799 reactions and 888 catalyst types from USPTO. (1) Reactant: [H-].[Na+].[C:3]([O:7][C:8](=[O:19])[NH:9][CH2:10][CH2:11][CH2:12][C:13](=[O:18])[NH:14][CH2:15][C:16]#[CH:17])([CH3:6])([CH3:5])[CH3:4].[Cl-].[NH4+]. Product: [C:3]([O:7][C:8](=[O:19])[NH:9][CH2:10][CH2:11][CH2:12][C:13]1[O:18][C:16]([CH3:17])=[CH:15][N:14]=1)([CH3:5])([CH3:4])[CH3:6]. The catalyst class is: 16. (2) Reactant: [CH2:1]([C:3]1[CH:8]=[CH:7][CH:6]=[C:5]([CH2:9][CH3:10])[C:4]=1[C:11]1[CH:12]=[C:13]2[C:19]([CH:20]([OH:25])[CH2:21][CH:22]([CH3:24])[CH3:23])=[CH:18][N:17]([C:26]3[CH:31]=[CH:30][C:29]([CH:32]([CH3:34])[CH3:33])=[CH:28][CH:27]=3)[C:14]2=[CH:15][N:16]=1)[CH3:2].C(N(CC)C(C)C)(C)C.[C:44](OC(=O)C)(=[O:46])[CH3:45]. Product: [CH2:1]([C:3]1[CH:8]=[CH:7][CH:6]=[C:5]([CH2:9][CH3:10])[C:4]=1[C:11]1[CH:12]=[C:13]2[C:19]([CH:20]([O:25][C:44](=[O:46])[CH3:45])[CH2:21][CH:22]([CH3:24])[CH3:23])=[CH:18][N:17]([C:26]3[CH:27]=[CH:28][C:29]([CH:32]([CH3:33])[CH3:34])=[CH:30][CH:31]=3)[C:14]2=[CH:15][N:16]=1)[CH3:2]. The catalyst class is: 64. (3) Reactant: C([O:3][C:4]([C:6]1([C:9]2[CH:14]=[CH:13][C:12]([C:15]3[CH:20]=[CH:19][C:18]([C:21]4[S:22][C:23]([Cl:39])=[CH:24][C:25]=4[NH:26][C:27]([O:29][C@@H:30]([C:32]4[CH:37]=[CH:36][CH:35]=[C:34]([F:38])[CH:33]=4)[CH3:31])=[O:28])=[CH:17][CH:16]=3)=[CH:11][CH:10]=2)[CH2:8][CH2:7]1)=[O:5])C.[OH-].[Na+].Cl. The catalyst class is: 32. Product: [Cl:39][C:23]1[S:22][C:21]([C:18]2[CH:19]=[CH:20][C:15]([C:12]3[CH:13]=[CH:14][C:9]([C:6]4([C:4]([OH:5])=[O:3])[CH2:8][CH2:7]4)=[CH:10][CH:11]=3)=[CH:16][CH:17]=2)=[C:25]([NH:26][C:27]([O:29][C@@H:30]([C:32]2[CH:37]=[CH:36][CH:35]=[C:34]([F:38])[CH:33]=2)[CH3:31])=[O:28])[CH:24]=1. (4) Reactant: [F:1][C:2]1[CH:3]=[C:4]([C:13]2[N:18]=[C:17]([N:19]3[CH2:23][CH:22]([CH3:24])[CH2:21][C:20]3([CH3:26])[CH3:25])[C:16]([C:27]([NH:29][S:30]([CH:33]3[CH2:37][CH2:36][N:35](CC4C=CC(OC)=CC=4)[C:34]3=[O:47])(=[O:32])=[O:31])=[O:28])=[CH:15][CH:14]=2)[CH:5]=[C:6]([O:8][CH2:9][CH:10]([CH3:12])[CH3:11])[CH:7]=1.FC(F)(F)S(O)(=O)=O. Product: [F:1][C:2]1[CH:3]=[C:4]([C:13]2[N:18]=[C:17]([N:19]3[CH2:23][CH:22]([CH3:24])[CH2:21][C:20]3([CH3:26])[CH3:25])[C:16]([C:27]([NH:29][S:30]([CH:33]3[CH2:37][CH2:36][NH:35][C:34]3=[O:47])(=[O:31])=[O:32])=[O:28])=[CH:15][CH:14]=2)[CH:5]=[C:6]([O:8][CH2:9][CH:10]([CH3:11])[CH3:12])[CH:7]=1. The catalyst class is: 330.